From a dataset of Tox21: 12 toxicity assays (nuclear receptors and stress response pathways). Binary classification across 12 toxicity assays. (1) The molecule is C=C1CC[C@@]2(O)[C@H]3Cc4ccc(O)c5c4[C@@]2(CCN3CC2CC2)[C@H]1O5. It tested positive (active) for: NR-ER (Estrogen Receptor agonist activity). (2) The compound is COC1=CC(=O)O[C@@H](/C=C/c2ccc3c(c2)OCO3)C1. It tested positive (active) for: NR-AhR (Aryl hydrocarbon Receptor agonist activity). (3) The molecule is COc1ccc(Cc2nccc3cc(OC)c(OC)cc23)cc1OC. It tested positive (active) for: SR-ARE (Antioxidant Response Element (oxidative stress)). (4) The drug is CCC(=O)Nc1ccc(Cl)c(Cl)c1. It tested positive (active) for: NR-AhR (Aryl hydrocarbon Receptor agonist activity). (5) The compound is CC(C)[C@@H](Nc1ccc(C(F)(F)F)cc1Cl)C(=O)OC(C#N)c1cccc(Oc2ccccc2)c1. It tested positive (active) for: SR-MMP (Mitochondrial Membrane Potential disruption). (6) The molecule is O=C(O)c1ccccc1-c1ccc(C(F)(F)F)cc1. It tested positive (active) for: NR-PPAR-gamma (PPAR-gamma nuclear receptor agonist).